From a dataset of TCR-epitope binding with 47,182 pairs between 192 epitopes and 23,139 TCRs. Binary Classification. Given a T-cell receptor sequence (or CDR3 region) and an epitope sequence, predict whether binding occurs between them. (1) The epitope is SEETGTLIV. The TCR CDR3 sequence is CASSLVQGALGDTQYF. Result: 0 (the TCR does not bind to the epitope). (2) The epitope is IPIQASLPF. The TCR CDR3 sequence is CASSSSRGGRNTGELFF. Result: 1 (the TCR binds to the epitope). (3) Result: 0 (the TCR does not bind to the epitope). The epitope is VVYRGTTTY. The TCR CDR3 sequence is CASSLLAGALYNEQFF.